Dataset: Full USPTO retrosynthesis dataset with 1.9M reactions from patents (1976-2016). Task: Predict the reactants needed to synthesize the given product. (1) Given the product [Br-:12].[OH:11][C:4]1[CH:5]=[C:6]([O:9][CH3:10])[CH:7]=[CH:8][C:3]=1[CH2:2][P+:19]([C:20]1[CH:21]=[CH:22][CH:23]=[CH:24][CH:25]=1)([C:26]1[CH:31]=[CH:30][CH:29]=[CH:28][CH:27]=1)[C:13]1[CH:14]=[CH:15][CH:16]=[CH:17][CH:18]=1, predict the reactants needed to synthesize it. The reactants are: O[CH2:2][C:3]1[CH:8]=[CH:7][C:6]([O:9][CH3:10])=[CH:5][C:4]=1[OH:11].[BrH:12].[C:13]1([P:19]([C:26]2[CH:31]=[CH:30][CH:29]=[CH:28][CH:27]=2)[C:20]2[CH:25]=[CH:24][CH:23]=[CH:22][CH:21]=2)[CH:18]=[CH:17][CH:16]=[CH:15][CH:14]=1. (2) Given the product [CH3:9][S:6]([NH:5][CH2:4][CH2:3][O:2][NH:1][C:28]([C:20]1[O:21][C:22]2[CH:27]=[CH:26][N:25]=[CH:24][C:23]=2[C:19]=1[NH:18][C:12]1[CH:13]=[CH:14][C:15]([I:17])=[CH:16][C:11]=1[F:10])=[O:29])(=[O:8])=[O:7], predict the reactants needed to synthesize it. The reactants are: [NH2:1][O:2][CH2:3][CH2:4][NH:5][S:6]([CH3:9])(=[O:8])=[O:7].[F:10][C:11]1[CH:16]=[C:15]([I:17])[CH:14]=[CH:13][C:12]=1[NH:18][C:19]1[C:23]2[CH:24]=[N:25][CH:26]=[CH:27][C:22]=2[O:21][C:20]=1[C:28](O)=[O:29].C(Cl)CCl.C1C=CC2N(O)N=NC=2C=1.CCN(C(C)C)C(C)C.